The task is: Predict which catalyst facilitates the given reaction.. This data is from Catalyst prediction with 721,799 reactions and 888 catalyst types from USPTO. (1) Reactant: [CH2:1]1[C:7]2[CH:8]=[CH:9][C:10]([NH2:12])=[CH:11][C:6]=2[CH2:5][CH2:4][CH2:3][NH:2]1.[C:13](O[C:13]([O:15][C:16]([CH3:19])([CH3:18])[CH3:17])=[O:14])([O:15][C:16]([CH3:19])([CH3:18])[CH3:17])=[O:14].C(N(CC)C(C)C)(C)C.O. Product: [NH2:12][C:10]1[CH:9]=[CH:8][C:7]2[CH2:1][N:2]([C:13]([O:15][C:16]([CH3:19])([CH3:18])[CH3:17])=[O:14])[CH2:3][CH2:4][CH2:5][C:6]=2[CH:11]=1. The catalyst class is: 1. (2) Reactant: [F:1][C:2]1[CH:7]=[CH:6][C:5]([CH:8]([C:25]2[CH:30]=[CH:29][C:28]([F:31])=[CH:27][CH:26]=2)[O:9][C:10]2[CH:21]=[CH:20][C:19]([N+:22]([O-])=O)=[CH:18][C:11]=2[C:12]([O:14][CH:15]([CH3:17])[CH3:16])=[O:13])=[CH:4][CH:3]=1.[Cl-].[Ca+2].[Cl-]. Product: [NH2:22][C:19]1[CH:20]=[CH:21][C:10]([O:9][CH:8]([C:5]2[CH:6]=[CH:7][C:2]([F:1])=[CH:3][CH:4]=2)[C:25]2[CH:30]=[CH:29][C:28]([F:31])=[CH:27][CH:26]=2)=[C:11]([CH:18]=1)[C:12]([O:14][CH:15]([CH3:17])[CH3:16])=[O:13]. The catalyst class is: 679.